From a dataset of Reaction yield outcomes from USPTO patents with 853,638 reactions. Predict the reaction yield, written as a fraction of the theoretical maximum amount of product (1.0 means a 100% yield; for example, 0.34 means a 34% yield). (1) The reactants are [CH2:1]([O:3][CH:4]([O:19][CH2:20][CH3:21])[P:5]([CH:10]([CH3:18])[CH:11]([F:17])[C:12](OCC)=[O:13])([O:7][CH2:8][CH3:9])=[O:6])[CH3:2].[OH-].[NH4+:23]. The catalyst is C(O)C. The product is [NH2:23][C:12](=[O:13])[CH:11]([F:17])[CH:10]([P:5]([CH:4]([O:19][CH2:20][CH3:21])[O:3][CH2:1][CH3:2])(=[O:6])[O:7][CH2:8][CH3:9])[CH3:18]. The yield is 0.970. (2) The reactants are Cl[C:2]1[C:3](=[O:16])[NH:4][C:5]2[C:10]([N:11]=1)=[CH:9][C:8]([C:12]([O:14][CH3:15])=[O:13])=[CH:7][CH:6]=2.[O:17]1[C:21]2=[CH:22][C:23]3[CH2:24][CH2:25][CH2:26][NH:27][C:28]=3[CH:29]=[C:20]2[O:19][CH2:18]1. The catalyst is CN1C(=O)CCC1. The product is [O:17]1[C:21]2=[CH:22][C:23]3[CH2:24][CH2:25][CH2:26][N:27]([C:2]4[C:3](=[O:16])[NH:4][C:5]5[C:10]([N:11]=4)=[CH:9][C:8]([C:12]([O:14][CH3:15])=[O:13])=[CH:7][CH:6]=5)[C:28]=3[CH:29]=[C:20]2[O:19][CH2:18]1. The yield is 0.550. (3) The reactants are [C:1]([O:5][C:6]([NH:8][CH:9]([CH3:16])[CH2:10]OS(C)(=O)=O)=[O:7])([CH3:4])([CH3:3])[CH3:2].[NH:17]1[CH2:22][CH2:21][O:20][CH2:19][CH2:18]1.C([O-])([O-])=O.[K+].[K+]. The catalyst is CC#N. The product is [C:1]([O:5][C:6](=[O:7])[NH:8][CH:9]([CH3:16])[CH2:10][N:17]1[CH2:22][CH2:21][O:20][CH2:19][CH2:18]1)([CH3:4])([CH3:3])[CH3:2]. The yield is 0.620. (4) No catalyst specified. The reactants are [CH3:1][C:2]([C:6]1[S:7][CH:8]=[C:9]([C:11]2[CH:16]=[CH:15][CH:14]=[CH:13][CH:12]=2)[N:10]=1)([CH3:5])[CH2:3][NH2:4].[F:17][C:18]([F:34])([F:33])[C:19]1[O:23][N:22]=[C:21]([C:24]2[CH:25]=[C:26]([CH:30]=[CH:31][CH:32]=2)[C:27](O)=[O:28])[N:20]=1. The yield is 0.380. The product is [CH3:5][C:2]([C:6]1[S:7][CH:8]=[C:9]([C:11]2[CH:16]=[CH:15][CH:14]=[CH:13][CH:12]=2)[N:10]=1)([CH3:1])[CH2:3][NH:4][C:27](=[O:28])[C:26]1[CH:30]=[CH:31][CH:32]=[C:24]([C:21]2[N:20]=[C:19]([C:18]([F:34])([F:33])[F:17])[O:23][N:22]=2)[CH:25]=1. (5) The reactants are [Cl:1][C:2]1[C:10]([C:11]2[CH:16]=[CH:15][C:14]([F:17])=[CH:13][CH:12]=2)=[CH:9][C:8]([O:18][CH3:19])=[C:7]2[C:3]=1[C:4](=[O:21])C(=O)[NH:6]2.[OH-].[Na+].OO.C(O)(=[O:28])C.Cl. No catalyst specified. The product is [NH2:6][C:7]1[C:8]([O:18][CH3:19])=[CH:9][C:10]([C:11]2[CH:12]=[CH:13][C:14]([F:17])=[CH:15][CH:16]=2)=[C:2]([Cl:1])[C:3]=1[C:4]([OH:21])=[O:28]. The yield is 0.650.